From a dataset of Full USPTO retrosynthesis dataset with 1.9M reactions from patents (1976-2016). Predict the reactants needed to synthesize the given product. (1) Given the product [OH:37][C:35]1([CH2:6][C:4]([O:3][CH2:2][CH3:1])=[O:5])[C:34]2[CH:38]=[CH:39][CH:40]=[CH:41][C:33]=2[O:32][C:31]2[CH:42]=[C:27]([O:26][CH3:25])[CH:28]=[CH:29][C:30]=2[CH2:36]1, predict the reactants needed to synthesize it. The reactants are: [CH3:1][CH2:2][O:3][C:4]([CH3:6])=[O:5].C[Si]([N-][Si](C)(C)C)(C)C.[Li+].CN(CCN(C)C)C.[CH3:25][O:26][C:27]1[CH:28]=[CH:29][C:30]2[CH2:36][C:35](=[O:37])[C:34]3[CH:38]=[CH:39][CH:40]=[CH:41][C:33]=3[O:32][C:31]=2[CH:42]=1. (2) Given the product [OH:32][CH2:31][CH:28]1[O:27][CH:26]([C:23]2[CH:24]=[CH:25][C:20]([N:17]3[CH:18]=[CH:19][C:15]([CH:13]([C:11]4[CH:10]=[CH:9][C:8]5[NH:4][C:5](=[O:39])[S:6][C:7]=5[CH:12]=4)[CH3:14])=[N:16]3)=[N:21][CH:22]=2)[CH2:30][CH2:29]1, predict the reactants needed to synthesize it. The reactants are: COC[N:4]1[C:8]2[CH:9]=[CH:10][C:11]([CH:13]([C:15]3[CH:19]=[CH:18][N:17]([C:20]4[CH:25]=[CH:24][C:23]([CH:26]5[CH2:30][CH2:29][CH:28]([CH2:31][O:32]C6CCCCO6)[O:27]5)=[CH:22][N:21]=4)[N:16]=3)[CH3:14])=[CH:12][C:7]=2[S:6][C:5]1=[O:39]. (3) The reactants are: [Cl:1][C:2]1[CH:7]=[CH:6][C:5]([CH3:8])=[CH:4][C:3]=1[NH:9][C:10]1[C:11]([C:17]([OH:19])=O)=[CH:12][NH:13][C:14](=[O:16])[CH:15]=1.CN(C(ON1N=NC2C=CC=NC1=2)=[N+](C)C)C.F[P-](F)(F)(F)(F)F.Cl.[F:45][C:46]1[CH:51]=[CH:50][C:49]([CH:52]2[CH2:57][CH2:56][NH:55][CH2:54][CH2:53]2)=[CH:48][CH:47]=1.C(NC(C)C)(C)C.C(O)(=O)CC(CC(O)=O)(C(O)=O)O. Given the product [Cl:1][C:2]1[CH:7]=[CH:6][C:5]([CH3:8])=[CH:4][C:3]=1[NH:9][C:10]1[C:11]([C:17]([N:55]2[CH2:56][CH2:57][CH:52]([C:49]3[CH:48]=[CH:47][C:46]([F:45])=[CH:51][CH:50]=3)[CH2:53][CH2:54]2)=[O:19])=[CH:12][NH:13][C:14](=[O:16])[CH:15]=1, predict the reactants needed to synthesize it. (4) Given the product [Cl:11][C:4]1[N:3]=[C:2]([NH:19][CH3:18])[C:7]([N+:8]([O-:10])=[O:9])=[CH:6][CH:5]=1, predict the reactants needed to synthesize it. The reactants are: Cl[C:2]1[C:7]([N+:8]([O-:10])=[O:9])=[CH:6][CH:5]=[C:4]([Cl:11])[N:3]=1.C(=O)([O-])[O-].[Na+].[Na+].[CH3:18][NH2:19].CO. (5) Given the product [CH3:1][C:2]1[CH:11]=[CH:10][C:5]([C:6]([O:8][CH3:9])=[O:7])=[CH:4][C:3]=1[C:12]1[CH:13]=[C:14]2[C:19](=[CH:20][CH:21]=1)[C:18](=[O:22])[NH:17][CH:16]=[C:15]2[CH3:24], predict the reactants needed to synthesize it. The reactants are: [CH3:1][C:2]1[CH:11]=[CH:10][C:5]([C:6]([O:8][CH3:9])=[O:7])=[CH:4][C:3]=1[C:12]1[CH:13]=[C:14]2[C:19](=[CH:20][CH:21]=1)[C:18](=[O:22])[NH:17][CH:16]=[CH:15]2.Br[C:24]1C=C2C(=CC=1)C(=O)NC=C2C. (6) Given the product [CH3:19][O:18][C:15]1[CH:14]=[CH:13][C:12]([CH2:11][N:9]2[CH:10]=[C:6]3[C:5](=[O:21])[CH2:4][CH2:3][C:2](=[O:1])[CH2:20][C:7]3=[N:8]2)=[CH:17][CH:16]=1, predict the reactants needed to synthesize it. The reactants are: [OH:1][CH:2]1[CH2:20][C:7]2=[N:8][N:9]([CH2:11][C:12]3[CH:17]=[CH:16][C:15]([O:18][CH3:19])=[CH:14][CH:13]=3)[CH:10]=[C:6]2[C:5](=[O:21])[CH2:4][CH2:3]1.C1C=C[NH+]=CC=1.[O-][Cr](Cl)(=O)=O. (7) Given the product [Br:12][C:13]1[CH:14]=[CH:15][C:16]([CH3:22])=[C:17]([CH2:18][C:9]2[S:8][C:7]([C:1]3[CH:2]=[CH:3][CH:4]=[CH:5][CH:6]=3)=[CH:11][CH:10]=2)[CH:21]=1, predict the reactants needed to synthesize it. The reactants are: [C:1]1([C:7]2[S:8][CH:9]=[CH:10][CH:11]=2)[CH:6]=[CH:5][CH:4]=[CH:3][CH:2]=1.[Br:12][C:13]1[CH:14]=[CH:15][C:16]([CH3:22])=[C:17]([CH:21]=1)[C:18](O)=O.